This data is from Peptide-MHC class II binding affinity with 134,281 pairs from IEDB. The task is: Regression. Given a peptide amino acid sequence and an MHC pseudo amino acid sequence, predict their binding affinity value. This is MHC class II binding data. The peptide sequence is VVIEELFNRIPETSV. The MHC is DRB4_0101 with pseudo-sequence DRB4_0103. The binding affinity (normalized) is 0.612.